This data is from Kir2.1 potassium channel HTS with 301,493 compounds. The task is: Binary Classification. Given a drug SMILES string, predict its activity (active/inactive) in a high-throughput screening assay against a specified biological target. (1) The compound is O1C(CCC1)CNC(=O)c1c2c(n(c3c2cccc3)C)c(=O)n(CC(C)C)c1. The result is 0 (inactive). (2) The molecule is O(CCNC(=O)CC(=O)N\N=C\c1cc(ccc1)C(OC)=O)C. The result is 0 (inactive). (3) The compound is O=C(NC(CC)(C)C)C(N(Cc1ccccc1)C(=O)CCC(=O)Nc1noc(c1)C)c1ccc(OC)cc1. The result is 0 (inactive). (4) The molecule is O(CCCCNCc1ccccc1)c1c(OC)cc(cc1)C. The result is 1 (active). (5) The compound is S(CC(=O)NC1CCCC1)c1oc(nn1)CNC(=O)c1ccc(OC)cc1. The result is 0 (inactive).